Task: Predict the reaction yield, written as a fraction of the theoretical maximum amount of product (1.0 means a 100% yield; for example, 0.34 means a 34% yield).. Dataset: Reaction yield outcomes from USPTO patents with 853,638 reactions The reactants are C(OC(N(C)[C@@H](C)C(N[C@@H](C(C)(C)C)C(N1C[C@@H]([C:21]2[CH:30]=[C:29]3[C:24]([CH2:25][C@@H:26]([C:52](=[O:64])[NH:53][C@H:54]4[C:63]5[C:58](=CC=CC=5)CCC4)[N:27]([C:31](=[O:51])[C@@H](NC(=O)[C@@H](N(C(OC(C)(C)C)=O)C)C)C(C)(C)C)C3)=[CH:23][CH:22]=2)C[C@H]1C(N[C@@H](CC1C=CC=CC=1)C(O)=O)=O)=O)=O)=O)(C)(C)C.[C:85]([O:89]C(N[C@@H](CC1C=CC=CC=1)C(O)=O)=O)([CH3:88])([CH3:87])[CH3:86].C(N)C#C. No catalyst specified. The product is [O:64]=[C:52]([NH:53][CH2:54][C:63]#[CH:58])[C@@H:26]([NH:27][C:31](=[O:51])[O:89][C:85]([CH3:88])([CH3:87])[CH3:86])[CH2:25][C:24]1[CH:23]=[CH:22][CH:21]=[CH:30][CH:29]=1. The yield is 0.990.